Dataset: NCI-60 drug combinations with 297,098 pairs across 59 cell lines. Task: Regression. Given two drug SMILES strings and cell line genomic features, predict the synergy score measuring deviation from expected non-interaction effect. (1) Drug 1: CC1C(C(CC(O1)OC2CC(OC(C2O)C)OC3=CC4=CC5=C(C(=O)C(C(C5)C(C(=O)C(C(C)O)O)OC)OC6CC(C(C(O6)C)O)OC7CC(C(C(O7)C)O)OC8CC(C(C(O8)C)O)(C)O)C(=C4C(=C3C)O)O)O)O. Drug 2: CC1CCC2CC(C(=CC=CC=CC(CC(C(=O)C(C(C(=CC(C(=O)CC(OC(=O)C3CCCCN3C(=O)C(=O)C1(O2)O)C(C)CC4CCC(C(C4)OC)O)C)C)O)OC)C)C)C)OC. Cell line: CAKI-1. Synergy scores: CSS=32.4, Synergy_ZIP=-1.37, Synergy_Bliss=1.42, Synergy_Loewe=-11.4, Synergy_HSA=4.29. (2) Drug 1: CCC1(CC2CC(C3=C(CCN(C2)C1)C4=CC=CC=C4N3)(C5=C(C=C6C(=C5)C78CCN9C7C(C=CC9)(C(C(C8N6C=O)(C(=O)OC)O)OC(=O)C)CC)OC)C(=O)OC)O.OS(=O)(=O)O. Drug 2: CCC(=C(C1=CC=CC=C1)C2=CC=C(C=C2)OCCN(C)C)C3=CC=CC=C3.C(C(=O)O)C(CC(=O)O)(C(=O)O)O. Cell line: 786-0. Synergy scores: CSS=20.3, Synergy_ZIP=4.34, Synergy_Bliss=6.30, Synergy_Loewe=-20.3, Synergy_HSA=3.76.